From a dataset of Forward reaction prediction with 1.9M reactions from USPTO patents (1976-2016). Predict the product of the given reaction. (1) Given the reactants [CH3:1][N:2]1[CH2:15][CH2:14][C:5]2[NH:6][C:7]3[CH:8]=[CH:9][C:10]([CH3:13])=[CH:11][C:12]=3[C:4]=2[CH2:3]1.N1C2C(=CC=C3C=2N=CC=C3)C=CC=1.Br[C:31]#[C:32][C:33]1[CH:38]=[CH:37][C:36]([F:39])=[CH:35][CH:34]=1, predict the reaction product. The product is: [F:39][C:36]1[CH:37]=[CH:38][C:33]([C:32]#[C:31][N:6]2[C:7]3[CH:8]=[CH:9][C:10]([CH3:13])=[CH:11][C:12]=3[C:4]3[CH2:3][N:2]([CH3:1])[CH2:15][CH2:14][C:5]2=3)=[CH:34][CH:35]=1. (2) Given the reactants [CH:1](=O)[C:2]1[O:6][CH:5]=[CH:4][CH:3]=1.[OH:8]/[C:9](=[CH:15]\[C:16](=[O:23])[C:17]1[CH:18]=[N:19][CH:20]=[CH:21][CH:22]=1)/[C:10]([O:12]CC)=O.[NH2:24][CH2:25][CH2:26][C:27]1[C:35]2[C:30](=[CH:31][CH:32]=[CH:33][CH:34]=2)[NH:29][CH:28]=1, predict the reaction product. The product is: [NH:29]1[C:30]2[C:35](=[CH:34][CH:33]=[CH:32][CH:31]=2)[C:27]([CH2:26][CH2:25][N:24]2[CH:1]([C:2]3[O:6][CH:5]=[CH:4][CH:3]=3)[C:15]([C:16](=[O:23])[C:17]3[CH:22]=[CH:21][CH:20]=[N:19][CH:18]=3)=[C:9]([OH:8])[C:10]2=[O:12])=[CH:28]1. (3) Given the reactants [N:1]1[CH:6]=[CH:5][CH:4]=[CH:3][C:2]=1[C:7]([CH2:9][C:10]([O:12][CH2:13][CH3:14])=[O:11])=[O:8].[N:15]([O-])=[O:16].[Na+], predict the reaction product. The product is: [OH:16][N:15]=[C:9]([C:7](=[O:8])[C:2]1[CH:3]=[CH:4][CH:5]=[CH:6][N:1]=1)[C:10]([O:12][CH2:13][CH3:14])=[O:11]. (4) Given the reactants [O:1]=[C:2]1[CH:9]2[CH2:10][C:5]3([O:12][C:13]([C:15]([F:21])([F:20])[S:16]([O-:19])(=[O:18])=[O:17])=[O:14])[CH2:6][CH:7]([CH2:11][CH:3]1[CH2:4]3)[CH2:8]2.[C:22]1([S+:28]([C:35]2[CH:40]=[CH:39][CH:38]=[CH:37][CH:36]=2)[C:29]2[CH:34]=[CH:33][CH:32]=[CH:31][CH:30]=2)[CH:27]=[CH:26][CH:25]=[CH:24][CH:23]=1.[BH4-].[Na+].Cl, predict the reaction product. The product is: [OH:1][CH:2]1[CH:9]2[CH2:10][C:5]3([O:12][C:13]([C:15]([F:21])([F:20])[S:16]([O-:19])(=[O:17])=[O:18])=[O:14])[CH2:6][CH:7]([CH2:11][CH:3]1[CH2:4]3)[CH2:8]2.[C:35]1([S+:28]([C:22]2[CH:23]=[CH:24][CH:25]=[CH:26][CH:27]=2)[C:29]2[CH:34]=[CH:33][CH:32]=[CH:31][CH:30]=2)[CH:36]=[CH:37][CH:38]=[CH:39][CH:40]=1. (5) The product is: [CH2:1]([N:8]1[C:17]2[C:12](=[CH:13][C:14]([NH:18][C:20]3[N:29]=[CH:28][C:27]([CH:30]4[CH2:32][CH2:31]4)=[CH:26][C:21]=3[C:22]([O:24][CH3:25])=[O:23])=[CH:15][CH:16]=2)[CH2:11][CH2:10][CH2:9]1)[C:2]1[CH:3]=[CH:4][CH:5]=[CH:6][CH:7]=1. Given the reactants [CH2:1]([N:8]1[C:17]2[C:12](=[CH:13][C:14]([NH2:18])=[CH:15][CH:16]=2)[CH2:11][CH2:10][CH2:9]1)[C:2]1[CH:7]=[CH:6][CH:5]=[CH:4][CH:3]=1.Cl[C:20]1[N:29]=[CH:28][C:27]([CH:30]2[CH2:32][CH2:31]2)=[CH:26][C:21]=1[C:22]([O:24][CH3:25])=[O:23].C(=O)([O-])[O-].[Cs+].[Cs+], predict the reaction product. (6) Given the reactants [OH:1][CH2:2][CH:3]1[CH2:6][N:5]([C:7]([O:9][C:10]([CH3:13])([CH3:12])[CH3:11])=[O:8])[CH2:4]1.[Br:14][C:15]1[CH:20]=[CH:19][C:18](O)=[CH:17][CH:16]=1.C1(P(C2C=CC=CC=2)C2C=CC=CC=2)C=CC=CC=1.CC(OC(/N=N/C(OC(C)C)=O)=O)C, predict the reaction product. The product is: [Br:14][C:15]1[CH:20]=[CH:19][C:18]([O:1][CH2:2][CH:3]2[CH2:6][N:5]([C:7]([O:9][C:10]([CH3:13])([CH3:12])[CH3:11])=[O:8])[CH2:4]2)=[CH:17][CH:16]=1. (7) Given the reactants [CH2:1]([N:8]1[C:12](=O)[C@@H:11]2[C:14]3[CH:15]=[CH:16][C:17]([Br:23])=[C:18]([Cl:22])[C:19]=3[CH2:20][O:21][C@@:10]2([CH3:24])[CH2:9]1)[C:2]1[CH:7]=[CH:6][CH:5]=[CH:4][CH:3]=1.B.CSC.Cl, predict the reaction product. The product is: [CH2:1]([N:8]1[CH2:12][C@@H:11]2[C:14]3[CH:15]=[CH:16][C:17]([Br:23])=[C:18]([Cl:22])[C:19]=3[CH2:20][O:21][C@@:10]2([CH3:24])[CH2:9]1)[C:2]1[CH:3]=[CH:4][CH:5]=[CH:6][CH:7]=1. (8) Given the reactants [CH2:1]([O:3][P:4]([CH2:9][C:10]1[CH:15]=[CH:14][C:13]([NH:16][C:17]2[N:22]=[C:21](Cl)[C:20]([C:24]([F:27])([F:26])[F:25])=[CH:19][N:18]=2)=[C:12]([O:28][CH3:29])[CH:11]=1)(=[O:8])[O:5][CH2:6][CH3:7])[CH3:2].[NH2:30][C:31]1[CH:32]=[CH:33][CH:34]=[C:35]2[C:39]=1[C:38](=[O:40])[N:37]([OH:41])[CH2:36]2.[C:42]([OH:48])([C:44]([F:47])([F:46])[F:45])=[O:43], predict the reaction product. The product is: [F:45][C:44]([F:47])([F:46])[C:42]([OH:48])=[O:43].[CH2:1]([O:3][P:4]([CH2:9][C:10]1[CH:15]=[CH:14][C:13]([NH:16][C:17]2[N:22]=[C:21]([NH:30][C:31]3[CH:32]=[CH:33][CH:34]=[C:35]4[C:39]=3[C:38](=[O:40])[N:37]([OH:41])[CH2:36]4)[C:20]([C:24]([F:27])([F:26])[F:25])=[CH:19][N:18]=2)=[C:12]([O:28][CH3:29])[CH:11]=1)(=[O:8])[O:5][CH2:6][CH3:7])[CH3:2]. (9) Given the reactants [Se](=O)=[O:2].[Br:4][C:5]1[CH:6]=[C:7]2[C:12](=[C:13]([N:15]3[CH2:20][CH2:19][N:18]([C:21]([O:23][C:24]([CH3:27])([CH3:26])[CH3:25])=[O:22])[CH2:17][CH2:16]3)[CH:14]=1)[N:11]=[C:10]([CH3:28])[CH:9]=[CH:8]2, predict the reaction product. The product is: [Br:4][C:5]1[CH:6]=[C:7]2[C:12](=[C:13]([N:15]3[CH2:16][CH2:17][N:18]([C:21]([O:23][C:24]([CH3:25])([CH3:27])[CH3:26])=[O:22])[CH2:19][CH2:20]3)[CH:14]=1)[N:11]=[C:10]([CH:28]=[O:2])[CH:9]=[CH:8]2.